From a dataset of Peptide-MHC class II binding affinity with 134,281 pairs from IEDB. Regression. Given a peptide amino acid sequence and an MHC pseudo amino acid sequence, predict their binding affinity value. This is MHC class II binding data. (1) The peptide sequence is QGVTAEITPQASTTE. The MHC is DRB1_0101 with pseudo-sequence DRB1_0101. The binding affinity (normalized) is 0.433. (2) The peptide sequence is MEVGAYRAPASRAVHLYRNGK. The MHC is HLA-DPA10103-DPB10401 with pseudo-sequence HLA-DPA10103-DPB10401. The binding affinity (normalized) is 0. (3) The peptide sequence is MLRHTIENTSANLSL. The MHC is DRB1_1302 with pseudo-sequence DRB1_1302. The binding affinity (normalized) is 0.751. (4) The peptide sequence is KKFILATDIAEMGANLC. The MHC is DRB1_0404 with pseudo-sequence DRB1_0404. The binding affinity (normalized) is 0.613. (5) The peptide sequence is FRLLQNSQVFSLIRP. The MHC is DRB1_0301 with pseudo-sequence DRB1_0301. The binding affinity (normalized) is 0.356. (6) The peptide sequence is TRKYLPAIVREAIKR. The MHC is DRB4_0101 with pseudo-sequence DRB4_0103. The binding affinity (normalized) is 0.515. (7) The peptide sequence is EAAVKQAYAATVAAA. The MHC is HLA-DQA10102-DQB10602 with pseudo-sequence HLA-DQA10102-DQB10602. The binding affinity (normalized) is 0.771. (8) The peptide sequence is YQLFSDAKANCTAES. The MHC is DRB1_0401 with pseudo-sequence DRB1_0401. The binding affinity (normalized) is 0.610.